Dataset: Full USPTO retrosynthesis dataset with 1.9M reactions from patents (1976-2016). Task: Predict the reactants needed to synthesize the given product. (1) Given the product [C:1]([O:4][CH2:5][CH:6]1[CH2:11][C:10](=[O:12])[CH2:9][CH2:8][N:7]1[C:13]([O:15][C:16]([CH3:19])([CH3:18])[CH3:17])=[O:14])(=[O:3])[CH3:2], predict the reactants needed to synthesize it. The reactants are: [C:1]([O:4][CH2:5][CH:6]1[CH2:11][CH:10]([OH:12])[CH2:9][CH2:8][N:7]1[C:13]([O:15][C:16]([CH3:19])([CH3:18])[CH3:17])=[O:14])(=[O:3])[CH3:2].[Cr](Cl)([O-])(=O)=O.[NH+]1C=CC=CC=1. (2) Given the product [CH:14]1([C:11]2[CH:12]=[CH:13][C:8]([C:5]3[N:6]=[CH:7][C:2]([NH2:1])=[N:3][CH:4]=3)=[C:9]([F:21])[C:10]=2[O:20][C:23]2[N:28]=[CH:27][CH:26]=[CH:25][N:24]=2)[CH2:19][CH2:18][CH2:17][CH2:16][CH2:15]1, predict the reactants needed to synthesize it. The reactants are: [NH2:1][C:2]1[N:3]=[CH:4][C:5]([C:8]2[C:9]([F:21])=[C:10]([OH:20])[C:11]([CH:14]3[CH2:19][CH2:18][CH2:17][CH2:16][CH2:15]3)=[CH:12][CH:13]=2)=[N:6][CH:7]=1.Cl[C:23]1[N:28]=[CH:27][CH:26]=[CH:25][N:24]=1.C([O-])([O-])=O.[K+].[K+].C1OCCOCCOCCOCCOCCOC1.